The task is: Predict the product of the given reaction.. This data is from Forward reaction prediction with 1.9M reactions from USPTO patents (1976-2016). (1) The product is: [NH:1]([C:8]1[C:13]([Br:14])=[CH:12][N:11]=[C:10]([NH:16][C:17]2[CH:18]=[CH:19][C:20]([CH2:23][C:24]([OH:26])=[O:25])=[CH:21][CH:22]=2)[N:9]=1)[C:2]1[CH:7]=[CH:6][CH:5]=[CH:4][CH:3]=1. Given the reactants [NH:1]([C:8]1[C:13]([Br:14])=[CH:12][N:11]=[C:10](Cl)[N:9]=1)[C:2]1[CH:7]=[CH:6][CH:5]=[CH:4][CH:3]=1.[NH2:16][C:17]1[CH:22]=[CH:21][C:20]([CH2:23][C:24]([OH:26])=[O:25])=[CH:19][CH:18]=1.Cl.[OH-].[Na+], predict the reaction product. (2) Given the reactants [C:1]([C:3]1[C:4]([N:17]2[CH2:22][CH2:21][CH:20]([C:23]([OH:25])=O)[CH2:19][CH2:18]2)=[N:5][C:6]([N:14]([CH3:16])[CH3:15])=[C:7]([C:9]([O:11][CH2:12][CH3:13])=[O:10])[CH:8]=1)#[N:2].CN(C(ON1N=NC2C=CC=CC1=2)=[N+](C)C)C.[B-](F)(F)(F)F.CCN(C(C)C)C(C)C.[C:57]1([CH2:63][S:64]([NH2:67])(=[O:66])=[O:65])[CH:62]=[CH:61][CH:60]=[CH:59][CH:58]=1, predict the reaction product. The product is: [CH2:63]([S:64]([NH:67][C:23]([CH:20]1[CH2:19][CH2:18][N:17]([C:4]2[C:3]([C:1]#[N:2])=[CH:8][C:7]([C:9]([O:11][CH2:12][CH3:13])=[O:10])=[C:6]([N:14]([CH3:16])[CH3:15])[N:5]=2)[CH2:22][CH2:21]1)=[O:25])(=[O:66])=[O:65])[C:57]1[CH:62]=[CH:61][CH:60]=[CH:59][CH:58]=1. (3) Given the reactants Br[C:2]1[CH:3]=[C:4]([N:8]2[CH2:13][CH2:12][N:11]([C:14]([O:16][C:17]([CH3:20])([CH3:19])[CH3:18])=[O:15])[CH2:10][CH2:9]2)[CH:5]=[N:6][CH:7]=1.C([O-])(=O)C.[K+].[CH3:26][C:27]1([CH3:43])[C:31]([CH3:33])([CH3:32])[O:30][B:29]([B:29]2[O:30][C:31]([CH3:33])([CH3:32])[C:27]([CH3:43])([CH3:26])[O:28]2)[O:28]1.O, predict the reaction product. The product is: [C:17]([O:16][C:14]([N:11]1[CH2:12][CH2:13][N:8]([C:4]2[CH:5]=[N:6][CH:7]=[C:2]([B:29]3[O:30][C:31]([CH3:33])([CH3:32])[C:27]([CH3:43])([CH3:26])[O:28]3)[CH:3]=2)[CH2:9][CH2:10]1)=[O:15])([CH3:20])([CH3:19])[CH3:18]. (4) Given the reactants [CH3:1][C:2]1[N:6]=[C:5]([N:7]2[CH2:12][CH2:11][C:10](=O)[CH2:9][CH2:8]2)[S:4][N:3]=1.[Cl:14][C:15]1[CH:16]=[C:17]([CH:25]=[C:26]([Cl:28])[CH:27]=1)[CH2:18][N:19]1[CH:23]=[N:22][C:21]([NH2:24])=[N:20]1, predict the reaction product. The product is: [Cl:28][C:26]1[CH:25]=[C:17]([CH:16]=[C:15]([Cl:14])[CH:27]=1)[CH2:18][N:19]1[CH:23]=[N:22][C:21]([NH:24][CH:10]2[CH2:11][CH2:12][N:7]([C:5]3[S:4][N:3]=[C:2]([CH3:1])[N:6]=3)[CH2:8][CH2:9]2)=[N:20]1. (5) Given the reactants [C:1]1(B(O)O)[CH:6]=[CH:5][CH:4]=[CH:3][CH:2]=1.Cl[C:11]1[N:16]=[C:15]([NH2:17])[N:14]=[C:13]([NH:18][CH2:19][CH2:20][CH3:21])[CH:12]=1, predict the reaction product. The product is: [C:1]1([C:11]2[N:16]=[C:15]([NH2:17])[N:14]=[C:13]([NH:18][CH2:19][CH2:20][CH3:21])[CH:12]=2)[CH:6]=[CH:5][CH:4]=[CH:3][CH:2]=1. (6) The product is: [F:23][CH:2]([F:1])[O:3][C:4]1[CH:5]=[CH:6][C:7]([N:10]2[CH:14]=[CH:13][C:12]([C:15]3[CH:16]=[C:27]([CH:20]=[CH:21][CH:22]=3)[C:26]([OH:29])=[O:28])=[N:11]2)=[CH:8][CH:9]=1. Given the reactants [F:1][CH:2]([F:23])[O:3][C:4]1[CH:9]=[CH:8][C:7]([N:10]2[CH:14]=[CH:13][C:12]([C:15]3[CH:16]=C([CH:20]=[CH:21][CH:22]=3)C#N)=[N:11]2)=[CH:6][CH:5]=1.Cl.O.[C:26]([OH:29])(=[O:28])[CH3:27], predict the reaction product. (7) The product is: [CH3:11][C:10]1[CH:9]=[CH:8][CH:7]=[C:3]2[C:2]=1[N:1]=[CH:16][NH:17][C:4]2=[O:5]. Given the reactants [NH2:1][C:2]1[C:10]([CH3:11])=[CH:9][CH:8]=[CH:7][C:3]=1[C:4](O)=[O:5].C(O)(=O)C.[CH:16](N)=[NH:17].C(N)=O.Cl, predict the reaction product.